This data is from Catalyst prediction with 721,799 reactions and 888 catalyst types from USPTO. The task is: Predict which catalyst facilitates the given reaction. (1) Reactant: [OH2:1].[CH3:2][C:3]1[CH:12]=[N:11][C:10]2[C:5](=[CH:6][CH:7]=[CH:8][CH:9]=2)[N:4]=1. Product: [N:4]1[C:5]2[C:10](=[CH:9][CH:8]=[CH:7][CH:6]=2)[N:11]=[CH:12][C:3]=1[CH:2]=[O:1]. The catalyst class is: 12. (2) Reactant: [N+:1]([C:4]1[CH:10]=[CH:9][CH:8]=[CH:7][C:5]=1[NH2:6])([O-:3])=[O:2].C(O[CH:14]=[C:15]([C:21]([O:23][CH2:24][CH3:25])=[O:22])[C:16]([O:18][CH2:19][CH3:20])=[O:17])C. Product: [N+:1]([C:4]1[CH:10]=[CH:9][CH:8]=[CH:7][C:5]=1[NH:6][CH:14]=[C:15]([C:16]([O:18][CH2:19][CH3:20])=[O:17])[C:21]([O:23][CH2:24][CH3:25])=[O:22])([O-:3])=[O:2]. The catalyst class is: 8. (3) Product: [CH:11]1([C:4]([C:6]2[O:7][CH:8]=[CH:9][CH:10]=2)([OH:5])[C:3]([OH:17])=[O:2])[CH2:16][CH2:15][CH2:14][CH2:13][CH2:12]1. The catalyst class is: 14. Reactant: C[O:2][C:3](=[O:17])[C:4]([CH:11]1[CH2:16][CH2:15][CH2:14][CH2:13][CH2:12]1)([C:6]1[O:7][CH:8]=[CH:9][CH:10]=1)[OH:5].[OH-].[Na+]. (4) Reactant: [OH:1][C:2]1[CH:11]=[C:10]([OH:12])[CH:9]=[CH:8][C:3]=1[C:4]([O:6][CH3:7])=[O:5].C([O-])([O-])=O.[K+].[K+].[CH:19]1[CH:24]=[CH:23][C:22]([CH2:25]Br)=[CH:21][CH:20]=1. Product: [CH2:25]([O:12][C:10]1[CH:9]=[CH:8][C:3]([C:4]([O:6][CH3:7])=[O:5])=[C:2]([OH:1])[CH:11]=1)[C:22]1[CH:23]=[CH:24][CH:19]=[CH:20][CH:21]=1. The catalyst class is: 21. (5) Reactant: [CH3:1][O:2][C:3]1[CH:25]=[CH:24][C:6]([C:7]([C:9]2[CH:23]=[CH:22][C:12]([CH2:13][P:14](=[O:21])([O:18][CH2:19][CH3:20])[O:15][CH2:16][CH3:17])=[CH:11][CH:10]=2)=O)=[CH:5][CH:4]=1.Cl.[NH2:27][OH:28].C([O-])([O-])=O.[Na+].[Na+]. Product: [OH:28][N:27]=[C:7]([C:6]1[CH:24]=[CH:25][C:3]([O:2][CH3:1])=[CH:4][CH:5]=1)[C:9]1[CH:23]=[CH:22][C:12]([CH2:13][P:14](=[O:21])([O:18][CH2:19][CH3:20])[O:15][CH2:16][CH3:17])=[CH:11][CH:10]=1. The catalyst class is: 14.